Predict the reactants needed to synthesize the given product. From a dataset of Full USPTO retrosynthesis dataset with 1.9M reactions from patents (1976-2016). (1) The reactants are: [CH:1]([N:5]1[C:13]2[CH:12]=[C:11](Cl)[N:10]=[CH:9][C:8]=2[C:7]([N:15]2[CH2:19][CH2:18][NH:17][C:16]2=[O:20])=[N:6]1)([CH2:3][CH3:4])[CH3:2].[NH2:21][C:22]1[CH:27]=[CH:26][N:25]=[C:24]([N:28]2[CH2:33][C@H:32]([F:34])[C@H:31]([OH:35])[C:30]([CH3:37])([CH3:36])[CH2:29]2)[N:23]=1.C1(P(C2CCCCC2)C2C(OC)=CC=C(OC)C=2C2C(C(C)C)=CC(C(C)C)=CC=2C(C)C)CCCCC1.C(=O)([O-])[O-].[Cs+].[Cs+]. Given the product [CH:1]([N:5]1[C:13]2[CH:12]=[C:11]([NH:21][C:22]3[CH:27]=[CH:26][N:25]=[C:24]([N:28]4[CH2:33][C@H:32]([F:34])[C@H:31]([OH:35])[C:30]([CH3:37])([CH3:36])[CH2:29]4)[N:23]=3)[N:10]=[CH:9][C:8]=2[C:7]([N:15]2[CH2:19][CH2:18][NH:17][C:16]2=[O:20])=[N:6]1)([CH2:3][CH3:4])[CH3:2], predict the reactants needed to synthesize it. (2) Given the product [O:17]=[C:15]([N:28]1[CH2:29][CH2:30][CH:26]([O:19][C:20]2[CH:21]=[CH:22][CH:23]=[CH:24][CH:25]=2)[CH2:27]1)/[CH:14]=[CH:13]/[C:8]1[CH:7]=[C:6]2[C:11](=[N:10][CH:9]=1)[NH:12][C:3](=[O:2])[CH2:4][CH2:5]2, predict the reactants needed to synthesize it. The reactants are: Cl.[O:2]=[C:3]1[NH:12][C:11]2[N:10]=[CH:9][C:8](/[CH:13]=[CH:14]/[C:15]([OH:17])=O)=[CH:7][C:6]=2[CH2:5][CH2:4]1.Cl.[O:19]([CH:26]1[CH2:30][CH2:29][NH:28][CH2:27]1)[C:20]1[CH:25]=[CH:24][CH:23]=[CH:22][CH:21]=1.CCN(C(C)C)C(C)C.CCN=C=NCCCN(C)C. (3) Given the product [C:1]([C:3]1[CH:8]=[CH:7][C:6]([N:9]2[C@@H:13]3[CH2:14][O:15][CH2:16][CH2:17][C@H:12]3[N:11]([C:18]3[CH:26]=[CH:25][C:21]([C:22]([NH2:34])=[O:23])=[C:20]([F:27])[CH:19]=3)[C:10]2=[O:28])=[CH:5][C:4]=1[C:29]([F:32])([F:30])[F:31])#[N:2], predict the reactants needed to synthesize it. The reactants are: [C:1]([C:3]1[CH:8]=[CH:7][C:6]([N:9]2[C@@H:13]3[CH2:14][O:15][CH2:16][CH2:17][C@H:12]3[N:11]([C:18]3[CH:26]=[CH:25][C:21]([C:22](O)=[O:23])=[C:20]([F:27])[CH:19]=3)[C:10]2=[O:28])=[CH:5][C:4]=1[C:29]([F:32])([F:31])[F:30])#[N:2].[Cl-].[NH4+:34].